Dataset: CYP2D6 inhibition data for predicting drug metabolism from PubChem BioAssay. Task: Regression/Classification. Given a drug SMILES string, predict its absorption, distribution, metabolism, or excretion properties. Task type varies by dataset: regression for continuous measurements (e.g., permeability, clearance, half-life) or binary classification for categorical outcomes (e.g., BBB penetration, CYP inhibition). Dataset: cyp2d6_veith. (1) The compound is Cc1nc(N)sc1CCN. The result is 0 (non-inhibitor). (2) The molecule is Cc1nc(S(=O)(=O)c2cccc(Cl)c2)nc2c1CCC2. The result is 0 (non-inhibitor). (3) The molecule is Cc1ccc(C2C3=C(CCCC3=O)Nc3nc(SCC(=O)NCc4ccco4)[nH]c(=O)c32)cc1. The result is 0 (non-inhibitor). (4) The molecule is COc1cccc(-c2nccc(NC3CCNCC3)n2)c1. The result is 0 (non-inhibitor). (5) The molecule is COc1ccccc1CNS(=O)(=O)c1ccc2[nH]cc(C(=O)O)c(=O)c2c1. The result is 0 (non-inhibitor). (6) The molecule is CCc1c2c(nc3ccc(OC)cc13)OC(C)C2. The result is 0 (non-inhibitor).